Dataset: Full USPTO retrosynthesis dataset with 1.9M reactions from patents (1976-2016). Task: Predict the reactants needed to synthesize the given product. Given the product [Cl:13][C:14]1[CH:23]=[C:22]2[C:17]([C:18]([NH2:44])=[CH:19][CH2:20][N:21]2[CH:24]([C:37]2[CH:42]=[CH:41][C:40]([Cl:1])=[CH:39][CH:38]=2)[C:25]2[CH:30]=[CH:29][C:28]([CH2:31][N:32]3[CH2:36][CH2:35][CH2:34][CH2:33]3)=[CH:27][CH:26]=2)=[CH:16][CH:15]=1, predict the reactants needed to synthesize it. The reactants are: [Cl:1]C1C2C(=CC(Cl)=CC=2)N=CC=1.[Cl:13][C:14]1[CH:23]=[C:22]2[C:17]([C:18]([NH2:44])=[CH:19][CH2:20][N:21]2[CH:24]([C:37]2[CH:42]=[CH:41][CH:40]=[C:39](Cl)[CH:38]=2)[C:25]2[CH:30]=[CH:29][C:28]([CH2:31][N:32]3[CH2:36][CH2:35][CH2:34][CH2:33]3)=[CH:27][CH:26]=2)=[CH:16][CH:15]=1.